This data is from Reaction yield outcomes from USPTO patents with 853,638 reactions. The task is: Predict the reaction yield, written as a fraction of the theoretical maximum amount of product (1.0 means a 100% yield; for example, 0.34 means a 34% yield). (1) The reactants are [SH:1][C:2]1[CH:10]=[C:9]([C:11]([OH:13])=[O:12])[CH:8]=[CH:7][C:3]=1[C:4]([OH:6])=O.[C:14]([C:16]1[CH:21]=[CH:20][CH:19]=[CH:18][N:17]=1)#[N:15]. The catalyst is N1C=CC=CC=1. The product is [O:6]=[C:4]1[C:3]2[CH:7]=[CH:8][C:9]([C:11]([OH:13])=[O:12])=[CH:10][C:2]=2[S:1][C:14]([C:16]2[CH:21]=[CH:20][CH:19]=[CH:18][N:17]=2)=[N:15]1. The yield is 0.420. (2) The reactants are [CH:1]1([NH:4][C:5]2[C:6]([C:19]([OH:21])=[O:20])=[N:7][CH:8]=[C:9]([CH2:11][C:12]3[CH:17]=[CH:16][C:15]([F:18])=[CH:14][CH:13]=3)[CH:10]=2)[CH2:3][CH2:2]1.[C:22](=O)([O-])[O-].[K+].[K+].CI.O. The catalyst is CN(C=O)C.C(OCC)(=O)C. The product is [CH:1]1([NH:4][C:5]2[C:6]([C:19]([O:21][CH3:22])=[O:20])=[N:7][CH:8]=[C:9]([CH2:11][C:12]3[CH:17]=[CH:16][C:15]([F:18])=[CH:14][CH:13]=3)[CH:10]=2)[CH2:2][CH2:3]1. The yield is 0.770. (3) The reactants are Cl[C:2]1[CH:3]=[CH:4][C:5]2[N:6]([CH:8]=[CH:9][N:10]=2)[N:7]=1.[NH2:11][C:12]1[CH:13]=[C:14]([OH:18])[CH:15]=[CH:16][CH:17]=1.C(=O)([O-])[O-].[K+].[K+].CN1CCCC1=O. The catalyst is [OH-].[Na+]. The product is [N:10]1[CH:9]=[CH:8][N:6]2[C:5]=1[CH:4]=[CH:3][C:2]([O:18][C:14]1[CH:13]=[C:12]([CH:17]=[CH:16][CH:15]=1)[NH2:11])=[N:7]2. The yield is 0.410.